Dataset: Retrosynthesis with 50K atom-mapped reactions and 10 reaction types from USPTO. Task: Predict the reactants needed to synthesize the given product. (1) The reactants are: CC(C)(C)OC(=O)N1CCC(c2ccc(CO)nc2)CC1.Cc1cc([N+](=O)[O-])cc2cc[nH]c12. Given the product Cc1cc([N+](=O)[O-])cc2ccn(Cc3ccc(C4CCN(C(=O)OC(C)(C)C)CC4)cn3)c12, predict the reactants needed to synthesize it. (2) The reactants are: NC(=O)c1c(-c2ccc(Oc3ccccc3)cc2)nn(-c2cc([N+](=O)[O-])ccc2COC2CCCCO2)c1N. Given the product NC(=O)c1c(-c2ccc(Oc3ccccc3)cc2)nn(-c2cc([N+](=O)[O-])ccc2CO)c1N, predict the reactants needed to synthesize it. (3) Given the product CCOC(=O)C(CCc1ccccc1)NC1CS[C@H](c2ccccc2)N(CC(=O)OCC[Si](C)(C)C)C1=O, predict the reactants needed to synthesize it. The reactants are: CCOC(=O)C(=O)CCc1ccccc1.C[Si](C)(C)CCOC(=O)CN1C(=O)C(N)CS[C@@H]1c1ccccc1. (4) Given the product OC1c2ccccc2COc2ccc(/C=C/c3ccc4cc(F)c(F)cc4n3)cc21, predict the reactants needed to synthesize it. The reactants are: O=C1c2ccccc2COc2ccc(C=Cc3ccc4cc(F)c(F)cc4n3)cc21. (5) Given the product CC(C)(C)OC(=O)N1CCN(C(=O)c2ccc(C(=O)O)cc2)CC1, predict the reactants needed to synthesize it. The reactants are: COC(=O)c1ccc(C(=O)N2CCN(C(=O)OC(C)(C)C)CC2)cc1. (6) Given the product CCOC(=O)c1ccc2c(c1C)C(OS(C)(=O)=O)C(C)(C)CS2(=O)=O, predict the reactants needed to synthesize it. The reactants are: CCOC(=O)c1ccc2c(c1C)C(O)C(C)(C)CS2(=O)=O.CS(=O)(=O)Cl.